Predict the reactants needed to synthesize the given product. From a dataset of Full USPTO retrosynthesis dataset with 1.9M reactions from patents (1976-2016). (1) Given the product [CH3:23][O:22][C:20](=[O:21])[C:19]1[C:24]([C:26]([F:27])([F:28])[F:29])=[CH:25][C:16]([C:7]2[CH:8]=[CH:9][C:4]([O:3][C:2]([F:14])([F:13])[F:1])=[CH:5][CH:6]=2)=[N:17][CH:18]=1, predict the reactants needed to synthesize it. The reactants are: [F:1][C:2]([F:14])([F:13])[O:3][C:4]1[CH:9]=[CH:8][C:7](B(O)O)=[CH:6][CH:5]=1.Cl[C:16]1[CH:25]=[C:24]([C:26]([F:29])([F:28])[F:27])[C:19]([C:20]([O:22][CH3:23])=[O:21])=[CH:18][N:17]=1.[O-]P([O-])([O-])=O.[K+].[K+].[K+]. (2) The reactants are: [NH:1]1[C:9]2[C:4](=[CH:5][CH:6]=[C:7]([N:10]3[CH2:15][CH2:14][N:13]([C:16]([O:18][C:19]([CH3:22])([CH3:21])[CH3:20])=[O:17])[CH2:12][CH2:11]3)[CH:8]=2)[CH:3]=[CH:2]1.CC(C)([O-])C.[Na+].Cl.Br[C:31]1[CH:36]=[CH:35][N:34]=[CH:33][CH:32]=1. Given the product [N:34]1[CH:35]=[CH:36][C:31]([N:1]2[C:9]3[C:4](=[CH:5][CH:6]=[C:7]([N:10]4[CH2:11][CH2:12][N:13]([C:16]([O:18][C:19]([CH3:22])([CH3:21])[CH3:20])=[O:17])[CH2:14][CH2:15]4)[CH:8]=3)[CH:3]=[CH:2]2)=[CH:32][CH:33]=1, predict the reactants needed to synthesize it. (3) Given the product [CH3:2][CH:3]1[C:7]2[C:8]([OH:12])=[CH:9][CH:10]=[CH:11][C:6]=2[CH2:5][O:4]1, predict the reactants needed to synthesize it. The reactants are: Cl.[CH3:2][CH:3]1[C:7]2[C:8]([O:12]COC)=[CH:9][CH:10]=[CH:11][C:6]=2[CH2:5][O:4]1. (4) Given the product [F:1][C:2]1[CH:3]=[C:4]([C:12]2[C:13]([CH3:50])([CH3:49])[C@H:14]3[C@:27]([CH3:30])([CH2:28][CH:29]=2)[C@@H:26]2[C@:17]([CH3:48])([C@@:18]4([CH3:47])[C@H:23]([CH2:24][CH2:25]2)[C@H:22]2[C@H:31]([C:34]([CH3:36])=[CH2:35])[CH2:32][CH2:33][C@:21]2([C:37]([OH:39])=[O:38])[CH2:20][CH2:19]4)[CH2:16][CH2:15]3)[CH:5]=[CH:6][C:7]=1[C:8]([O:10][CH3:11])=[O:9], predict the reactants needed to synthesize it. The reactants are: [F:1][C:2]1[CH:3]=[C:4]([C:12]2[C:13]([CH3:50])([CH3:49])[C@H:14]3[C@:27]([CH3:30])([CH2:28][CH:29]=2)[C@@H:26]2[C@:17]([CH3:48])([C@@:18]4([CH3:47])[C@H:23]([CH2:24][CH2:25]2)[C@H:22]2[C@H:31]([C:34]([CH3:36])=[CH2:35])[CH2:32][CH2:33][C@:21]2([C:37]([O:39]CC2C=CC=CC=2)=[O:38])[CH2:20][CH2:19]4)[CH2:16][CH2:15]3)[CH:5]=[CH:6][C:7]=1[C:8]([O:10][CH3:11])=[O:9].C([SiH](C)C)(C)(C)C.CCCC[N+](CCCC)(CCCC)CCCC.[F-]. (5) Given the product [F:32][C:2]([F:1])([F:33])[C:3]1[CH:4]=[C:5]([CH:29]=[CH:30][CH:31]=1)[C:6]([NH:8][C:9]1[CH:10]=[C:11]([C:15]2[N:20]3[N:21]=[CH:22][C:23]([C:24]([O:26][CH2:27][CH3:28])=[O:25])=[C:19]3[NH:18][CH2:17][CH:16]=2)[CH:12]=[CH:13][CH:14]=1)=[O:7], predict the reactants needed to synthesize it. The reactants are: [F:1][C:2]([F:33])([F:32])[C:3]1[CH:4]=[C:5]([CH:29]=[CH:30][CH:31]=1)[C:6]([NH:8][C:9]1[CH:10]=[C:11]([C:15]2[N:20]3[N:21]=[CH:22][C:23]([C:24]([O:26][CH2:27][CH3:28])=[O:25])=[C:19]3[N:18]=[CH:17][CH:16]=2)[CH:12]=[CH:13][CH:14]=1)=[O:7].C([BH3-])#N.[Na+]. (6) Given the product [Cl:1][C:2]1[C:3]([C:9]([O:11][CH2:27][C:22]#[CH:23])=[O:10])=[N:4][CH:5]=[C:6]([O:8][CH2:18][C:19]#[CH:20])[CH:7]=1, predict the reactants needed to synthesize it. The reactants are: [Cl:1][C:2]1[C:3]([C:9]([OH:11])=[O:10])=[N:4][CH:5]=[C:6]([OH:8])[CH:7]=1.C(=O)([O-])[O-].[K+].[K+].[CH2:18](Br)[C:19]#[CH:20].[C:22]1(C)[CH:27]=CC=C[CH:23]=1. (7) Given the product [CH3:6][NH2:7].[CH3:6][NH:7][C:31]([CH:33]1[CH2:37][C:36](=[O:38])[N:35]([C:39]2[CH:44]=[CH:43][C:42]([O:45][CH2:46][C:47]3[CH:52]=[C:51]([F:53])[C:50]([F:54])=[C:49]([F:55])[CH:48]=3)=[CH:41][CH:40]=2)[CH2:34]1)=[O:30], predict the reactants needed to synthesize it. The reactants are: COC(C1CC(=O)[N:7](C2C=CC(O)=CC=2)[CH2:6]1)=O.FC1C=C(F)C=C(F)C=1CBr.C[O:30][C:31]([CH:33]1[CH2:37][C:36](=[O:38])[N:35]([C:39]2[CH:44]=[CH:43][C:42]([O:45][CH2:46][C:47]3[CH:52]=[C:51]([F:53])[C:50]([F:54])=[C:49]([F:55])[CH:48]=3)=[CH:41][CH:40]=2)[CH2:34]1)=O. (8) Given the product [Br:1][C:2]1[CH:3]=[C:4]([F:10])[C:5]([F:9])=[C:6]([CH:7]=1)[O:8][CH:12]1[CH2:13][CH2:14][CH2:15][CH2:16][O:11]1, predict the reactants needed to synthesize it. The reactants are: [Br:1][C:2]1[CH:3]=[C:4]([F:10])[C:5]([F:9])=[C:6]([OH:8])[CH:7]=1.[O:11]1[CH:16]=[CH:15][CH2:14][CH2:13][CH2:12]1. (9) Given the product [Cl:1][C:2]1[C:6]([Cl:7])=[C:5]([CH3:8])[NH:4][C:3]=1[C:9]([NH:11][CH:12]1[CH2:17][CH2:16][N:15]([C:18]2[S:19][C:20]([C:31]([OH:33])=[O:32])=[C:21]([C:23]3[NH:27][CH:26]=[CH:25][N:24]=3)[N:22]=2)[CH2:14]/[C:13]/1=[N:35]\[O:36][CH3:37])=[O:10], predict the reactants needed to synthesize it. The reactants are: [Cl:1][C:2]1[C:6]([Cl:7])=[C:5]([CH3:8])[NH:4][C:3]=1[C:9]([NH:11][CH:12]1[CH2:17][CH2:16][N:15]([C:18]2[S:19][C:20]([C:31]([O:33]C)=[O:32])=[C:21]([C:23]3[N:24](COC)[CH:25]=[CH:26][N:27]=3)[N:22]=2)[CH2:14]/[C:13]/1=[N:35]\[O:36][CH3:37])=[O:10].[Li+].[I-]. (10) The reactants are: [CH3:1][O:2][C:3]1[C:14]([N+:15]([O-])=O)=[CH:13][C:6]2[N:7]([CH3:12])[C:8](=[O:11])[CH2:9][O:10][C:5]=2[CH:4]=1.[OH-].[Na+]. Given the product [NH2:15][C:14]1[C:3]([O:2][CH3:1])=[CH:4][C:5]2[O:10][CH2:9][C:8](=[O:11])[N:7]([CH3:12])[C:6]=2[CH:13]=1, predict the reactants needed to synthesize it.